Regression. Given a peptide amino acid sequence and an MHC pseudo amino acid sequence, predict their binding affinity value. This is MHC class I binding data. From a dataset of Peptide-MHC class I binding affinity with 185,985 pairs from IEDB/IMGT. (1) The peptide sequence is STHMENILK. The MHC is HLA-A11:01 with pseudo-sequence HLA-A11:01. The binding affinity (normalized) is 0.756. (2) The MHC is Patr-A0301 with pseudo-sequence Patr-A0301. The binding affinity (normalized) is 0. The peptide sequence is GSGHTTNFA.